From a dataset of Forward reaction prediction with 1.9M reactions from USPTO patents (1976-2016). Predict the product of the given reaction. (1) Given the reactants [C:1]([C:4]1[CH:12]=[CH:11][C:7]([C:8]([OH:10])=[O:9])=[C:6]([F:13])[CH:5]=1)(=[O:3])[CH3:2].[C:14](Cl)(=O)C(Cl)=O.CN(C)C=O.C(N(CC)CC)C, predict the reaction product. The product is: [C:1]([C:4]1[CH:12]=[CH:11][C:7]([C:8]([O:10][CH3:14])=[O:9])=[C:6]([F:13])[CH:5]=1)(=[O:3])[CH3:2]. (2) Given the reactants [C:1]([O:5][C:6]([NH:8][CH2:9][C@H:10]1[CH2:15][CH2:14][C@H:13]([C:16]([NH:18][C@H:19]([C:37]([NH:39][C:40]2[CH:45]=[CH:44][C:43]([C:46]3[NH:50][C:49]([C:51]([F:59])([F:58])[C:52]([C:55]([OH:57])=[O:56])([F:54])[F:53])=[N:48][N:47]=3)=[CH:42][CH:41]=2)=[O:38])[CH2:20][C:21]2[CH:26]=[CH:25][C:24]([C:27]3[CH:32]=[CH:31][C:30]([C:33]([OH:35])=O)=[CH:29][C:28]=3[CH3:36])=[CH:23][CH:22]=2)=[O:17])[CH2:12][CH2:11]1)=[O:7])([CH3:4])([CH3:3])[CH3:2].[NH2:60][C@@H:61]1[CH2:66][CH2:65][CH2:64][NH:63][C:62]1=[O:67].C(N(CC)C(C)C)(C)C, predict the reaction product. The product is: [C:1]([O:5][C:6]([NH:8][CH2:9][C@H:10]1[CH2:15][CH2:14][C@H:13]([C:16]([NH:18][C@@H:19]([CH2:20][C:21]2[CH:26]=[CH:25][C:24]([C:27]3[CH:32]=[CH:31][C:30]([C:33](=[O:35])[NH:60][C@@H:61]4[CH2:66][CH2:65][CH2:64][NH:63][C:62]4=[O:67])=[CH:29][C:28]=3[CH3:36])=[CH:23][CH:22]=2)[C:37]([NH:39][C:40]2[CH:45]=[CH:44][C:43]([C:46]3[NH:50][C:49]([C:51]([F:59])([F:58])[C:52]([F:53])([F:54])[C:55]([OH:57])=[O:56])=[N:48][N:47]=3)=[CH:42][CH:41]=2)=[O:38])=[O:17])[CH2:12][CH2:11]1)=[O:7])([CH3:3])([CH3:2])[CH3:4]. (3) Given the reactants [CH3:1][NH:2][C:3]1[N:4]=[C:5]([NH:17][CH3:18])[C:6]2[N:12]=[C:11]([NH:13][CH3:14])[N:10]=[C:9]([NH:15][CH3:16])[C:7]=2[N:8]=1.Cl.C(OCC)C.Cl.[Cl:26]C1N=C(NCCC)C2N=C(NC)N=C(NCCC)C=2N=1, predict the reaction product. The product is: [ClH:26].[CH3:14][NH:13][C:11]1[N:10]=[C:9]([NH:15][CH3:16])[C:7]2[N:8]=[C:3]([NH:2][CH3:1])[N:4]=[C:5]([NH:17][CH3:18])[C:6]=2[N:12]=1. (4) Given the reactants [C:1]([C:5]1[CH:10]=[CH:9][C:8]([C:11]2[CH:12]=[C:13]([C:16]3[CH:21]=[CH:20][C:19]([O:22][CH3:23])=[CH:18][CH:17]=3)[NH:14][CH:15]=2)=[CH:7][CH:6]=1)([CH3:4])([CH3:3])[CH3:2].[CH3:24][O:25][C:26]1[CH:34]=[CH:33][CH:32]=[CH:31][C:27]=1[C:28](Cl)=[O:29], predict the reaction product. The product is: [CH3:24][O:25][C:26]1[CH:34]=[CH:33][CH:32]=[CH:31][C:27]=1[C:28]([C:15]1[NH:14][C:13]([C:16]2[CH:17]=[CH:18][C:19]([O:22][CH3:23])=[CH:20][CH:21]=2)=[CH:12][C:11]=1[C:8]1[CH:7]=[CH:6][C:5]([C:1]([CH3:4])([CH3:2])[CH3:3])=[CH:10][CH:9]=1)=[O:29]. (5) Given the reactants [H+].[B-](F)(F)(F)F.[C:7]1([NH:13][C:14]2[CH:19]=[CH:18][CH:17]=[CH:16][C:15]=2[OH:20])C=CC=CC=1, predict the reaction product. The product is: [O:20]1[C:15]2[CH:16]=[CH:17][CH:18]=[CH:19][C:14]=2[N:13]=[CH:7]1. (6) Given the reactants [Cl:1][C:2]1[CH:7]=[C:6]([Cl:8])[N:5]=[C:4]([NH:9][C:10]([NH:12]C(=O)OCC)=S)[CH:3]=1.Cl.NO.CC[N:23](C(C)C)C(C)C, predict the reaction product. The product is: [Cl:8][C:6]1[N:5]2[N:23]=[C:10]([NH2:12])[N:9]=[C:4]2[CH:3]=[C:2]([Cl:1])[CH:7]=1. (7) The product is: [C:40]([N:37]1[CH2:36][CH2:35][N:34]([C:31]2[CH:32]=[CH:33][C:28]([NH:27][C:2]3[N:3]=[C:4]([NH:23][CH:24]4[CH2:25][CH2:26]4)[C:5]4[C:10]([C:11]#[N:12])=[CH:9][NH:8][C:6]=4[N:7]=3)=[CH:29][CH:30]=2)[CH2:39][CH2:38]1)(=[O:42])[CH3:41]. Given the reactants Cl[C:2]1[N:3]=[C:4]([NH:23][CH:24]2[CH2:26][CH2:25]2)[C:5]2[C:10]([C:11]#[N:12])=[CH:9][N:8](S(C3C=CC(C)=CC=3)(=O)=O)[C:6]=2[N:7]=1.[NH2:27][C:28]1[CH:33]=[CH:32][C:31]([N:34]2[CH2:39][CH2:38][N:37]([C:40](=[O:42])[CH3:41])[CH2:36][CH2:35]2)=[CH:30][CH:29]=1.C[Si](Cl)(C)C, predict the reaction product. (8) Given the reactants COC([C:5]1[NH:6][CH:7]=[C:8]([C:10]2[C:11]([C:19]3[CH:24]=[CH:23][CH:22]=[CH:21][CH:20]=3)=[N:12][O:13][C:14]=2[C:15]([F:18])([F:17])[F:16])[N:9]=1)=O.O.[OH-].[Li+], predict the reaction product. The product is: [NH:6]1[CH:7]=[C:8]([C:10]2[C:11]([C:19]3[CH:20]=[CH:21][CH:22]=[CH:23][CH:24]=3)=[N:12][O:13][C:14]=2[C:15]([F:18])([F:16])[F:17])[N:9]=[CH:5]1. (9) Given the reactants BrC1C([N:17]2[CH2:22][CH2:21][CH2:20][C@@H:19]([NH:23][C:24]([O:26][C:27]([CH3:30])([CH3:29])[CH3:28])=[O:25])[CH2:18]2)=C2C(NC(C3CC3)=O)=CNC2=NC=1.[Br:31][C:32]1[C:33](Cl)=[C:34]2[C:40]([N+:41]([O-:43])=[O:42])=[CH:39][NH:38][C:35]2=[N:36][CH:37]=1.N1CCC[C@@H](NC(=O)OC(C)(C)C)C1, predict the reaction product. The product is: [Br:31][C:32]1[C:33]([N:17]2[CH2:22][CH2:21][CH2:20][C@@H:19]([NH:23][C:24]([O:26][C:27]([CH3:30])([CH3:29])[CH3:28])=[O:25])[CH2:18]2)=[C:34]2[C:40]([N+:41]([O-:43])=[O:42])=[CH:39][NH:38][C:35]2=[N:36][CH:37]=1. (10) Given the reactants O.[NH2:2][NH2:3].C[O:5][C:6](=O)[C:7]([NH:9][C:10]1[CH:15]=[CH:14][C:13]([C@H:16]2[CH2:21][CH2:20][C@H:19]([CH:22]([CH3:28])[C:23]([O:25][CH2:26][CH3:27])=[O:24])[CH2:18][CH2:17]2)=[CH:12][CH:11]=1)=[O:8], predict the reaction product. The product is: [NH:2]([C:6](=[O:5])[C:7]([NH:9][C:10]1[CH:15]=[CH:14][C:13]([C@H:16]2[CH2:21][CH2:20][C@H:19]([CH:22]([CH3:28])[C:23]([O:25][CH2:26][CH3:27])=[O:24])[CH2:18][CH2:17]2)=[CH:12][CH:11]=1)=[O:8])[NH2:3].